This data is from Reaction yield outcomes from USPTO patents with 853,638 reactions. The task is: Predict the reaction yield, written as a fraction of the theoretical maximum amount of product (1.0 means a 100% yield; for example, 0.34 means a 34% yield). (1) The reactants are [Cl:1][C:2]1[CH:7]=[CH:6][CH:5]=[C:4]([F:8])[C:3]=1[C:9]1[C:13]([C:14]([O:16][CH3:17])=[O:15])=[C:12]([C:18]([C:23](=O)[C:24]([F:27])([F:26])[F:25])=[CH:19][N:20](C)C)[O:11][N:10]=1.[Cl:29][C:30]1[CH:35]=[CH:34][C:33]([C:36]2[C:40]([C:41]([O:43][CH3:44])=[O:42])=[C:39]([NH:45]N)[O:38][N:37]=2)=[CH:32][CH:31]=1. The catalyst is C(O)C. The product is [Cl:1][C:2]1[CH:7]=[CH:6][CH:5]=[C:4]([F:8])[C:3]=1[C:9]1[C:13]([C:14]([O:16][CH3:17])=[O:15])=[C:12]([C:18]2[CH:19]=[N:20][N:45]([C:39]3[O:38][N:37]=[C:36]([C:33]4[CH:32]=[CH:31][C:30]([Cl:29])=[CH:35][CH:34]=4)[C:40]=3[C:41]([O:43][CH3:44])=[O:42])[C:23]=2[C:24]([F:25])([F:26])[F:27])[O:11][N:10]=1. The yield is 0.370. (2) The reactants are [CH3:1][S:2]([C:5]1[CH:25]=[CH:24][C:8]([CH2:9][NH:10][C:11]([C:13]2[CH:18]=[C:17](I)[C:16]([Cl:20])=[C:15]([O:21][CH2:22][CH3:23])[N:14]=2)=[O:12])=[CH:7][CH:6]=1)(=[O:4])=[O:3].C(OC(C)(C)C)(=O)C=C.C(N(CC)CC)C. The catalyst is CN(C)C=O.C([O-])(=O)C.[Pd+2].C([O-])(=O)C. The product is [Cl:20][C:16]1[CH:17]=[CH:18][C:13]([C:11]([NH:10][CH2:9][C:8]2[CH:7]=[CH:6][C:5]([S:2]([CH3:1])(=[O:4])=[O:3])=[CH:25][CH:24]=2)=[O:12])=[N:14][C:15]=1[O:21][CH2:22][CH3:23]. The yield is 0.100. (3) The product is [ClH:45].[NH2:25][C@@H:21]1[CH2:22][CH2:23][CH2:24][N:19]([C:17]2[C:16]([C:33]([F:35])([F:36])[F:34])=[CH:15][N:14]=[C:13]3[NH:12][CH:11]=[C:10]([NH:9][C:7]([C:2]4[CH:3]=[N:4][CH:5]=[CH:6][N:1]=4)=[O:8])[C:18]=23)[CH2:20]1. No catalyst specified. The yield is 0.620. The reactants are [N:1]1[CH:6]=[CH:5][N:4]=[CH:3][C:2]=1[C:7]([NH:9][C:10]1[C:18]2[C:13](=[N:14][CH:15]=[C:16]([C:33]([F:36])([F:35])[F:34])[C:17]=2[N:19]2[CH2:24][CH2:23][CH2:22][C@@H:21]([NH:25]C(=O)OC(C)(C)C)[CH2:20]2)[NH:12][CH:11]=1)=[O:8].C(O)(C(F)(F)F)=O.C(Cl)[Cl:45]. (4) The catalyst is C(#N)C.CCOC(C)=O. The reactants are [F:1][C:2]([F:10])([F:9])[C:3]1([C:6](O)=[O:7])[CH2:5][CH2:4]1.CN([C:14]([O:18][N:19]1N=NC2C=CC=N[C:20]1=2)=[N+](C)C)C.F[P-](F)(F)(F)(F)F.CCN(CC)CC.Cl.CNOC. The yield is 0.780. The product is [CH3:14][O:18][N:19]([CH3:20])[C:6]([C:3]1([C:2]([F:10])([F:9])[F:1])[CH2:5][CH2:4]1)=[O:7].